From a dataset of Reaction yield outcomes from USPTO patents with 853,638 reactions. Predict the reaction yield, written as a fraction of the theoretical maximum amount of product (1.0 means a 100% yield; for example, 0.34 means a 34% yield). (1) The reactants are [F:1][C:2]([F:7])([F:6])[C:3]([OH:5])=[O:4].[CH2:8]([N:10]([CH2:12][C:13]1[S:17][CH:16]=[C:15]([C:18]2[CH:19]=[C:20]3[C:24](=[C:25]([C:27]([NH2:29])=[O:28])[CH:26]=2)[NH:23][CH:22]=[C:21]3[CH:30]2[CH2:35][CH2:34][N:33]([S:36]([CH2:39][CH3:40])(=[O:38])=[O:37])[CH2:32][CH2:31]2)[CH:14]=1)[CH3:11])[CH3:9].[CH3:41][NH:42][CH2:43][CH3:44]. No catalyst specified. The product is [F:1][C:2]([F:7])([F:6])[C:3]([OH:5])=[O:4].[CH2:39]([S:36]([N:33]1[CH2:34][CH2:35][CH:30]([C:21]2[C:20]3[C:24](=[C:25]([C:27]([NH2:29])=[O:28])[CH:26]=[C:18]([C:15]4[CH:14]=[C:13]([CH2:12][N:10]([CH3:11])[CH2:8][C:9]5[CH:41]=[N:42][CH:43]=[CH:44][CH:2]=5)[S:17][CH:16]=4)[CH:19]=3)[NH:23][CH:22]=2)[CH2:31][CH2:32]1)(=[O:37])=[O:38])[CH3:40]. The yield is 0.143. (2) The reactants are C(N(CC)CC)C.[F:8][C:9]1[CH:17]=[C:16]2[C:12]([C:13]([CH:25]=[O:26])=[CH:14][N:15]2C(OC(C)(C)C)=O)=[CH:11][CH:10]=1.[CH:27](=[N:34][C:35]1[CH:40]=[CH:39][N:38]=[C:37]([O:41][CH3:42])[CH:36]=1)[C:28]1[CH:33]=[CH:32][CH:31]=[CH:30][CH:29]=1. The catalyst is [Cl-].C([N+]1C(C)=C(CCO)SC=1)C1C=CC=CC=1.C(O)C. The product is [F:8][C:9]1[CH:17]=[C:16]2[C:12]([C:13]([C:25](=[O:26])[CH:27]([NH:34][C:35]3[CH:40]=[CH:39][N:38]=[C:37]([O:41][CH3:42])[CH:36]=3)[C:28]3[CH:29]=[CH:30][CH:31]=[CH:32][CH:33]=3)=[CH:14][NH:15]2)=[CH:11][CH:10]=1. The yield is 0.280.